From a dataset of Full USPTO retrosynthesis dataset with 1.9M reactions from patents (1976-2016). Predict the reactants needed to synthesize the given product. (1) Given the product [F:3][C:4]1[CH:11]=[C:10]([C:12]2[CH:17]=[CH:16][CH:15]=[C:14]([CH3:18])[N:13]=2)[CH:9]=[CH:8][C:5]=1[CH2:6][OH:7], predict the reactants needed to synthesize it. The reactants are: [BH4-].[Na+].[F:3][C:4]1[CH:11]=[C:10]([C:12]2[CH:17]=[CH:16][CH:15]=[C:14]([CH3:18])[N:13]=2)[CH:9]=[CH:8][C:5]=1[CH:6]=[O:7]. (2) Given the product [OH:43][CH:24]([C:22]1[CH:21]=[N:20][CH:19]=[C:18]([C:15]2[CH:16]=[C:17]3[C:9]([C:4]4[CH:5]=[CH:6][CH:7]=[CH:8][C:3]=4[O:2][CH3:1])=[CH:10][NH:11][C:12]3=[N:13][CH:14]=2)[N:23]=1)[C:25]([N:27]([CH3:29])[CH3:28])=[O:26], predict the reactants needed to synthesize it. The reactants are: [CH3:1][O:2][C:3]1[CH:8]=[CH:7][CH:6]=[CH:5][C:4]=1[C:9]1[C:17]2[C:12](=[N:13][CH:14]=[C:15]([C:18]3[N:23]=[C:22]([CH2:24][C:25]([N:27]([CH3:29])[CH3:28])=[O:26])[CH:21]=[N:20][CH:19]=3)[CH:16]=2)[N:11](S(C2C=CC(C)=CC=2)(=O)=O)[CH:10]=1.CN(C)C=[O:43].[OH-].[K+]. (3) Given the product [C:22]1([C:19]2[S:18][C:17]([C:9]3[C:10]4[C:15](=[CH:14][CH:13]=[CH:12][CH:11]=4)[CH:16]=[C:7]([OH:6])[CH:8]=3)=[CH:21][CH:20]=2)[CH:27]=[CH:26][CH:25]=[CH:24][CH:23]=1, predict the reactants needed to synthesize it. The reactants are: B(Br)(Br)Br.C[O:6][C:7]1[CH:8]=[C:9]([C:17]2[S:18][C:19]([C:22]3[CH:27]=[CH:26][CH:25]=[CH:24][CH:23]=3)=[CH:20][CH:21]=2)[C:10]2[C:15]([CH:16]=1)=[CH:14][CH:13]=[CH:12][CH:11]=2.O. (4) Given the product [Cl:1][C:2]1[N:7]2[N:8]=[C:9]([C:15]3[CH:20]=[CH:19][C:18]([F:21])=[CH:17][CH:16]=3)[C:10]([C:11]3[CH:12]=[CH:13][N:31]=[C:29]([NH:28][CH:23]4[CH2:27][CH2:26][CH2:25][CH2:24]4)[N:30]=3)=[C:6]2[CH:5]=[CH:4][CH:3]=1, predict the reactants needed to synthesize it. The reactants are: [Cl:1][C:2]1[N:7]2[N:8]=[C:9]([C:15]3[CH:20]=[CH:19][C:18]([F:21])=[CH:17][CH:16]=3)[C:10]([C:11](=O)[C:12]#[CH:13])=[C:6]2[CH:5]=[CH:4][CH:3]=1.Cl.[CH:23]1([NH:28][C:29]([NH2:31])=[NH:30])[CH2:27][CH2:26][CH2:25][CH2:24]1.C(=O)([O-])[O-].[K+].[K+]. (5) Given the product [Cl:34][C:9]1[C:10]([N:12]2[CH2:13][CH2:14][N:15]([C:18]([C:20]3[C:21]([C:26]4[CH:31]=[CH:30][CH:29]=[CH:28][C:27]=4[O:32][CH3:33])=[N:22][O:23][C:24]=3[CH3:25])=[O:19])[CH2:16][CH2:17]2)=[CH:11][C:2]([NH:1][C:41](=[O:42])[C:40]2[CH:39]=[CH:38][C:37]([N:36]([CH3:35])[CH3:46])=[CH:45][CH:44]=2)=[C:3]([CH:8]=1)[C:4]([O:6][CH3:7])=[O:5], predict the reactants needed to synthesize it. The reactants are: [NH2:1][C:2]1[CH:11]=[C:10]([N:12]2[CH2:17][CH2:16][N:15]([C:18]([C:20]3[C:21]([C:26]4[CH:31]=[CH:30][CH:29]=[CH:28][C:27]=4[O:32][CH3:33])=[N:22][O:23][C:24]=3[CH3:25])=[O:19])[CH2:14][CH2:13]2)[C:9]([Cl:34])=[CH:8][C:3]=1[C:4]([O:6][CH3:7])=[O:5].[CH3:35][N:36]([CH3:46])[C:37]1[CH:45]=[CH:44][C:40]([C:41](Cl)=[O:42])=[CH:39][CH:38]=1.C(N=P1(N(CC)CC)N(C)CCCN1C)(C)(C)C. (6) Given the product [Si:7]([O:6][CH2:5][C@H:4]([CH:14]1[CH2:15][CH2:16][O:17][CH2:18][CH2:19]1)[NH2:1])([C:10]([CH3:13])([CH3:12])[CH3:11])([CH3:9])[CH3:8], predict the reactants needed to synthesize it. The reactants are: [N:1]([C@@H:4]([CH:14]1[CH2:19][CH2:18][O:17][CH2:16][CH2:15]1)[CH2:5][O:6][Si:7]([C:10]([CH3:13])([CH3:12])[CH3:11])([CH3:9])[CH3:8])=[N+]=[N-]. (7) Given the product [Br:1][C:2]1[C:3]([N:22]2[CH2:27][CH2:26][N:25]([C:40]([O:39][C:36]([CH3:38])([CH3:37])[CH3:35])=[O:41])[CH2:24][CH2:23]2)=[C:4]2[CH:10]=[CH:9][NH:8][C:5]2=[N:6][CH:7]=1, predict the reactants needed to synthesize it. The reactants are: [Br:1][C:2]1[C:3](Cl)=[C:4]2[CH:10]=[CH:9][N:8]([Si](C(C)C)(C(C)C)C(C)C)[C:5]2=[N:6][CH:7]=1.[NH:22]1[CH2:27][CH2:26][NH:25][CH2:24][CH2:23]1.C(N(CC)CC)C.[CH3:35][C:36]([O:39][C:40](O[C:40]([O:39][C:36]([CH3:38])([CH3:37])[CH3:35])=[O:41])=[O:41])([CH3:38])[CH3:37].[Li+].[OH-].